Task: Predict the reactants needed to synthesize the given product.. Dataset: Full USPTO retrosynthesis dataset with 1.9M reactions from patents (1976-2016) Given the product [F:1][C:2]([F:12])([F:13])[C:3]1[CH:4]=[CH:5][C:6]([CH2:9][CH2:10][NH:11][C:15]2[CH:24]=[CH:23][C:18]3[NH:19][C:20](=[O:22])[NH:21][C:17]=3[CH:16]=2)=[CH:7][CH:8]=1, predict the reactants needed to synthesize it. The reactants are: [F:1][C:2]([F:13])([F:12])[C:3]1[CH:8]=[CH:7][C:6]([CH2:9][C:10]#[N:11])=[CH:5][CH:4]=1.N[C:15]1[CH:24]=[CH:23][C:18]2[NH:19][C:20](=[O:22])[NH:21][C:17]=2[CH:16]=1.